This data is from Forward reaction prediction with 1.9M reactions from USPTO patents (1976-2016). The task is: Predict the product of the given reaction. The product is: [CH2:1]([O:3][C:4]([C:6]1([C:9]2[CH:10]=[CH:11][C:12]([C:15]3[CH:20]=[CH:19][C:18]([C:21]4[O:25][N:24]=[C:23]([CH3:26])[C:22]=4[CH2:27][CH2:28][NH:29][C:30](=[O:37])[C:31]4[CH:36]=[CH:35][CH:34]=[CH:33][CH:32]=4)=[CH:17][CH:16]=3)=[CH:13][CH:14]=2)[CH2:8][CH2:7]1)=[O:5])[CH3:2]. Given the reactants [CH2:1]([O:3][C:4]([C:6]1([C:9]2[CH:14]=[CH:13][C:12]([C:15]3[CH:20]=[CH:19][C:18]([C:21]4[O:25][N:24]=[C:23]([CH3:26])[C:22]=4[CH2:27][CH2:28][NH2:29])=[CH:17][CH:16]=3)=[CH:11][CH:10]=2)[CH2:8][CH2:7]1)=[O:5])[CH3:2].[C:30](Cl)(=[O:37])[C:31]1[CH:36]=[CH:35][CH:34]=[CH:33][CH:32]=1.C(N(CC)CC)C, predict the reaction product.